From a dataset of Reaction yield outcomes from USPTO patents with 853,638 reactions. Predict the reaction yield, written as a fraction of the theoretical maximum amount of product (1.0 means a 100% yield; for example, 0.34 means a 34% yield). (1) The reactants are [F:1][C:2]1[C:3]([CH3:9])=[C:4]([CH:6]=[CH:7][CH:8]=1)[NH2:5].[C:10](Cl)(Cl)=S.[NH2:14][C:15]1[CH:20]=[CH:19][C:18]([CH2:21][C:22]([O:24][CH3:25])=[O:23])=[C:17]([F:26])[C:16]=1[OH:27]. The catalyst is C1COCC1. The product is [F:1][C:2]1[C:3]([CH3:9])=[C:4]([NH:5][C:10]2[O:27][C:16]3[C:17]([F:26])=[C:18]([CH2:21][C:22]([O:24][CH3:25])=[O:23])[CH:19]=[CH:20][C:15]=3[N:14]=2)[CH:6]=[CH:7][CH:8]=1. The yield is 0.730. (2) The reactants are [CH:1]1([C:7]([C:9]2[CH:14]=[CH:13][C:12]([NH:15][CH2:16][CH2:17][C:18]([NH2:20])=[O:19])=[C:11]([N+:21]([O-])=O)[CH:10]=2)=[O:8])[CH2:6][CH2:5][CH2:4][CH2:3][CH2:2]1.[N:24]#[C:25]Br. The catalyst is C(O)C.[Pd]. The product is [NH2:24][C:25]1[N:15]([CH2:16][CH2:17][C:18]([NH2:20])=[O:19])[C:12]2[CH:13]=[CH:14][C:9]([C:7]([CH:1]3[CH2:6][CH2:5][CH2:4][CH2:3][CH2:2]3)=[O:8])=[CH:10][C:11]=2[N:21]=1. The yield is 0.600. (3) The reactants are [NH2:1][C@@H:2]([CH2:27][C:28]1[CH:33]=[CH:32][CH:31]=[CH:30][CH:29]=1)[C@@H:3]([OH:26])[CH2:4][C@@H:5]([NH:13][C:14]([C@@H:16]([NH:21][C:22](=[O:25])[O:23][CH3:24])[C@@H:17]([CH3:20])[CH2:18][CH3:19])=[O:15])[CH2:6][C:7]1[CH:12]=[CH:11][CH:10]=[CH:9][CH:8]=1.FC(F)(F)C(O)=O.[CH3:41][C@@H:42]([CH2:64][CH3:65])[C@H:43]([N:47]1[CH2:51][CH2:50][N:49]([CH2:52][C:53]2[C:62]3[C:57](=[CH:58][CH:59]=[CH:60][CH:61]=3)[N:56]=[CH:55][CH:54]=2)[C:48]1=[O:63])[C:44](O)=[O:45].CCN=C=NCCCN(C)C.C1C=CC2N(O)N=NC=2C=1.CN1CCOCC1. The catalyst is CN(C=O)C. The product is [CH2:6]([C@H:5]([NH:13][C:14]([C@@H:16]([NH:21][C:22](=[O:25])[O:23][CH3:24])[CH:17]([CH3:20])[CH2:18][CH3:19])=[O:15])[CH2:4][C@H:3]([OH:26])[C@@H:2]([NH:1][C:44](=[O:45])[C@@H:43]([N:47]1[CH2:51][CH2:50][N:49]([CH2:52][C:53]2[C:62]3[C:57](=[CH:58][CH:59]=[CH:60][CH:61]=3)[N:56]=[CH:55][CH:54]=2)[C:48]1=[O:63])[CH:42]([CH3:41])[CH2:64][CH3:65])[CH2:27][C:28]1[CH:29]=[CH:30][CH:31]=[CH:32][CH:33]=1)[C:7]1[CH:12]=[CH:11][CH:10]=[CH:9][CH:8]=1. The yield is 0.230. (4) No catalyst specified. The reactants are [CH:1]1([N:6]2[C:10]3[N:11]=[C:12]([NH:15][C:16]4[CH:24]=[CH:23][C:19]([C:20]([OH:22])=O)=[CH:18][N:17]=4)[N:13]=[CH:14][C:9]=3[CH:8]=[C:7]2[C:25](=[O:29])[N:26]([CH3:28])[CH3:27])[CH2:5][CH2:4][CH2:3][CH2:2]1.[CH:30]12[N:37]([C:38](=[O:40])[CH3:39])[CH:34]([CH2:35][CH2:36]1)[CH2:33][NH:32][CH2:31]2. The product is [C:38]([N:37]1[CH:34]2[CH2:35][CH2:36][CH:30]1[CH2:31][N:32]([C:20]([C:19]1[CH:23]=[CH:24][C:16]([NH:15][C:12]3[N:13]=[CH:14][C:9]4[CH:8]=[C:7]([C:25]([N:26]([CH3:27])[CH3:28])=[O:29])[N:6]([CH:1]5[CH2:5][CH2:4][CH2:3][CH2:2]5)[C:10]=4[N:11]=3)=[N:17][CH:18]=1)=[O:22])[CH2:33]2)(=[O:40])[CH3:39]. The yield is 0.620. (5) The reactants are Cl.Cl.[CH3:3][N:4]1[CH2:9][CH2:8][NH:7][C@H:6]([CH3:10])[CH2:5]1.[CH3:11][C:12]([O:15][C:16]([N:18]([C:36]([O:38][C:39]([CH3:42])([CH3:41])[CH3:40])=[O:37])[N:19]([C:27]1[C:32]([F:33])=[C:31](Cl)[N:30]=[C:29]([Cl:35])[N:28]=1)[C:20]([O:22][C:23]([CH3:26])([CH3:25])[CH3:24])=[O:21])=[O:17])([CH3:14])[CH3:13].C(N(CC)C(C)C)(C)C. The catalyst is CN(C=O)C.CCOCC. The product is [CH3:14][C:12]([O:15][C:16]([N:18]([C:36]([O:38][C:39]([CH3:42])([CH3:41])[CH3:40])=[O:37])[N:19]([C:27]1[C:32]([F:33])=[C:31]([N:7]2[CH2:8][CH2:9][N:4]([CH3:3])[CH2:5][C@H:6]2[CH3:10])[N:30]=[C:29]([Cl:35])[N:28]=1)[C:20]([O:22][C:23]([CH3:24])([CH3:25])[CH3:26])=[O:21])=[O:17])([CH3:11])[CH3:13]. The yield is 0.820.